This data is from Full USPTO retrosynthesis dataset with 1.9M reactions from patents (1976-2016). The task is: Predict the reactants needed to synthesize the given product. Given the product [NH2:1][C:4]1[CH:9]=[CH:8][C:7]([N:10]([CH2:18][CH2:19][C:20]2[CH:25]=[CH:24][CH:23]=[CH:22][N:21]=2)[C:11](=[O:17])[O:12][C:13]([CH3:15])([CH3:16])[CH3:14])=[CH:6][CH:5]=1, predict the reactants needed to synthesize it. The reactants are: [N+:1]([C:4]1[CH:9]=[CH:8][C:7]([N:10]([CH2:18][CH2:19][C:20]2[CH:25]=[CH:24][CH:23]=[CH:22][N:21]=2)[C:11](=[O:17])[O:12][C:13]([CH3:16])([CH3:15])[CH3:14])=[CH:6][CH:5]=1)([O-])=O.C.O.NN.